Dataset: Full USPTO retrosynthesis dataset with 1.9M reactions from patents (1976-2016). Task: Predict the reactants needed to synthesize the given product. The reactants are: [CH3:1][CH:2]([NH2:7])[CH:3]([CH3:6])[CH2:4][CH3:5].[CH2:8]([O:11][C:12]1[C:20]([O:21][CH3:22])=[CH:19][C:15]([C:16](Cl)=[O:17])=[CH:14][C:13]=1[O:23][CH3:24])[C:9]#[CH:10]. Given the product [CH3:1][CH:2]([NH:7][C:16](=[O:17])[C:15]1[CH:14]=[C:13]([O:23][CH3:24])[C:12]([O:11][CH2:8][C:9]#[CH:10])=[C:20]([O:21][CH3:22])[CH:19]=1)[CH:3]([CH3:6])[CH2:4][CH3:5], predict the reactants needed to synthesize it.